From a dataset of Reaction yield outcomes from USPTO patents with 853,638 reactions. Predict the reaction yield, written as a fraction of the theoretical maximum amount of product (1.0 means a 100% yield; for example, 0.34 means a 34% yield). (1) The reactants are [CH3:1][C@H:2]1[N:7]([C:8]2[CH:9]=[N:10][C:11]([N+:14]([O-])=O)=[CH:12][CH:13]=2)[CH2:6][CH2:5][N:4]([C:17]([O:19][C:20]([CH3:23])([CH3:22])[CH3:21])=[O:18])[CH2:3]1. The catalyst is [Pd].CO. The product is [NH2:14][C:11]1[N:10]=[CH:9][C:8]([N:7]2[CH2:6][CH2:5][N:4]([C:17]([O:19][C:20]([CH3:23])([CH3:22])[CH3:21])=[O:18])[CH2:3][C@H:2]2[CH3:1])=[CH:13][CH:12]=1. The yield is 0.810. (2) The yield is 0.360. The catalyst is C([O-])(O)=O.[Na+]. The product is [C:1]([O:5][C:6](=[O:20])[NH:7][CH2:8][CH2:9][CH2:10][CH2:11][C@H:12]([N:15]([S:36]([C:33]1[CH:32]=[CH:31][C:30]([C:28]#[N:29])=[CH:35][CH:34]=1)(=[O:38])=[O:37])[CH2:16][CH:17]([CH3:18])[CH3:19])[CH2:13][OH:14])([CH3:4])([CH3:3])[CH3:2]. The reactants are [C:1]([O:5][C:6](=[O:20])[NH:7][CH2:8][CH2:9][CH2:10][CH2:11][C@H:12]([NH:15][CH2:16][CH:17]([CH3:19])[CH3:18])[CH2:13][OH:14])([CH3:4])([CH3:3])[CH3:2].C(N(CC)CC)C.[C:28]([C:30]1[CH:35]=[CH:34][C:33]([S:36](Cl)(=[O:38])=[O:37])=[CH:32][CH:31]=1)#[N:29]. (3) The reactants are I[C:2]1[C:3]([NH:8][C:9](=[O:14])[C:10]([CH3:13])([CH3:12])[CH3:11])=[N:4][CH:5]=[CH:6][CH:7]=1.[Br:15][C:16]1[CH:17]=[N:18][NH:19][CH:20]=1.[C@@H]1(N)CCCC[C@H]1N.C(=O)([O-])[O-].[K+].[K+]. The catalyst is [Cu]I.C1(C)C=CC=CC=1. The product is [Br:15][C:16]1[CH:17]=[N:18][N:19]([C:2]2[C:3]([NH:8][C:9](=[O:14])[C:10]([CH3:13])([CH3:12])[CH3:11])=[N:4][CH:5]=[CH:6][CH:7]=2)[CH:20]=1. The yield is 0.520. (4) The reactants are [NH2:1][C:2]1[CH:3]=[C:4]([CH:7]=[CH:8][C:9]=1Cl)[C:5]#[N:6].[C:11](=[S:16])(OCC)[S-:12].[K+].Cl. The catalyst is CN(C=O)C.O. The product is [C:5]([C:4]1[CH:7]=[CH:8][C:9]2[S:12][C:11]([SH:16])=[N:1][C:2]=2[CH:3]=1)#[N:6]. The yield is 0.760.